Dataset: M1 muscarinic receptor antagonist screen with 61,756 compounds. Task: Binary Classification. Given a drug SMILES string, predict its activity (active/inactive) in a high-throughput screening assay against a specified biological target. The compound is O(CCc1n(nnn1)C)CCc1n(nnn1)C. The result is 0 (inactive).